This data is from Forward reaction prediction with 1.9M reactions from USPTO patents (1976-2016). The task is: Predict the product of the given reaction. (1) Given the reactants Br[C:2]1[CH:3]=[C:4]([C:8](=[O:24])[C:9]([C:11]2[CH:16]=[CH:15][C:14]([O:17][CH:18]([F:20])[F:19])=[C:13]([CH:21]3[CH2:23][CH2:22]3)[CH:12]=2)=[O:10])[CH:5]=[CH:6][CH:7]=1.[CH:25]1(B(O)O)[CH2:27][CH2:26]1.P([O-])([O-])([O-])=O.[K+].[K+].[K+], predict the reaction product. The product is: [CH:21]1([C:13]2[CH:12]=[C:11]([C:9](=[O:10])[C:8]([C:4]3[CH:5]=[CH:6][CH:7]=[C:2]([CH:25]4[CH2:27][CH2:26]4)[CH:3]=3)=[O:24])[CH:16]=[CH:15][C:14]=2[O:17][CH:18]([F:20])[F:19])[CH2:23][CH2:22]1. (2) Given the reactants [CH3:1][C:2]([O:5][C:6]([NH:8][C:9]1[S:13][C:12]2[CH:14]=[C:15]([N+:18]([O-])=O)[CH:16]=[CH:17][C:11]=2[N:10]=1)=[O:7])([CH3:4])[CH3:3].[H][H], predict the reaction product. The product is: [CH3:4][C:2]([O:5][C:6]([NH:8][C:9]1[S:13][C:12]2[CH:14]=[C:15]([NH2:18])[CH:16]=[CH:17][C:11]=2[N:10]=1)=[O:7])([CH3:1])[CH3:3]. (3) Given the reactants [OH:1][CH2:2][CH2:3][N:4]1[CH2:9][CH2:8][N:7]([C:10]2[C:19]3[C:14](=[CH:15][CH:16]=[C:17]([C:20]([OH:22])=O)[CH:18]=3)[N:13]=[C:12]([C:23]([F:26])([F:25])[F:24])[CH:11]=2)[CH2:6][CH2:5]1.F[P-](F)(F)(F)(F)F.C[N+](C)=C(N(C)C)ON1C2N=CC=CC=2N=N1.C(N(CC)C(C)C)(C)C.Cl.[NH2:61][C@@H:62]([C:64]1[C:69]([F:70])=[CH:68][C:67]([NH:71][S:72]([CH3:75])(=[O:74])=[O:73])=[C:66]([CH3:76])[CH:65]=1)[CH3:63].C([O-])(O)=O.[Na+], predict the reaction product. The product is: [F:70][C:69]1[CH:68]=[C:67]([NH:71][S:72]([CH3:75])(=[O:74])=[O:73])[C:66]([CH3:76])=[CH:65][C:64]=1[C@H:62]([NH:61][C:20]([C:17]1[CH:18]=[C:19]2[C:14](=[CH:15][CH:16]=1)[N:13]=[C:12]([C:23]([F:24])([F:25])[F:26])[CH:11]=[C:10]2[N:7]1[CH2:6][CH2:5][N:4]([CH2:3][CH2:2][OH:1])[CH2:9][CH2:8]1)=[O:22])[CH3:63]. (4) The product is: [C:12]([C:9]1[CH:10]=[C:11]2[C:6](=[CH:7][C:8]=1[O:14][CH2:15][CH2:16][CH2:17][N:18]1[CH2:23][CH2:22][S:21](=[O:25])(=[O:24])[CH2:20][CH2:19]1)[N:5]=[CH:4][CH:3]=[C:2]2[O:26][C:27]1[CH:28]=[C:29]2[C:33](=[CH:34][CH:35]=1)[NH:32][C:31]([CH3:36])=[CH:30]2)#[N:13]. Given the reactants Cl[C:2]1[C:11]2[C:6](=[CH:7][C:8]([O:14][CH2:15][CH2:16][CH2:17][N:18]3[CH2:23][CH2:22][S:21](=[O:25])(=[O:24])[CH2:20][CH2:19]3)=[C:9]([C:12]#[N:13])[CH:10]=2)[N:5]=[CH:4][CH:3]=1.[OH:26][C:27]1[CH:28]=[C:29]2[C:33](=[CH:34][CH:35]=1)[NH:32][C:31]([CH3:36])=[CH:30]2.C(=O)([O-])[O-].[Cs+].[Cs+].O, predict the reaction product. (5) Given the reactants C([O-])([O-])=O.[Cs+].[Cs+].Cl[C:8]1[CH:13]=[CH:12][CH:11]=[CH:10][C:9]=1[C:14]#[C:15][C:16]1[CH:21]=[CH:20][CH:19]=[CH:18][CH:17]=1.[C:22]1([NH:28][NH2:29])[CH:27]=[CH:26][CH:25]=[CH:24][CH:23]=1, predict the reaction product. The product is: [CH2:15]([C:14]1[N:28]([C:22]2[CH:27]=[CH:26][CH:25]=[CH:24][CH:23]=2)[N:29]=[C:8]2[C:9]=1[CH:10]=[CH:11][CH:12]=[CH:13]2)[C:16]1[CH:17]=[CH:18][CH:19]=[CH:20][CH:21]=1.